From a dataset of NCI-60 drug combinations with 297,098 pairs across 59 cell lines. Regression. Given two drug SMILES strings and cell line genomic features, predict the synergy score measuring deviation from expected non-interaction effect. (1) Drug 1: C1CC(C1)(C(=O)O)C(=O)O.[NH2-].[NH2-].[Pt+2]. Drug 2: C1CN(P(=O)(OC1)NCCCl)CCCl. Cell line: HOP-62. Synergy scores: CSS=11.5, Synergy_ZIP=-2.82, Synergy_Bliss=-8.18, Synergy_Loewe=1.13, Synergy_HSA=-5.11. (2) Drug 1: CN(C)N=NC1=C(NC=N1)C(=O)N. Drug 2: C1CN(CCN1C(=O)CCBr)C(=O)CCBr. Cell line: SF-295. Synergy scores: CSS=9.75, Synergy_ZIP=-8.43, Synergy_Bliss=-11.9, Synergy_Loewe=-14.2, Synergy_HSA=-8.56. (3) Drug 1: C1CN1C2=NC(=NC(=N2)N3CC3)N4CC4. Drug 2: COC1=C(C=C2C(=C1)N=CN=C2NC3=CC(=C(C=C3)F)Cl)OCCCN4CCOCC4. Cell line: MALME-3M. Synergy scores: CSS=11.1, Synergy_ZIP=-1.87, Synergy_Bliss=5.05, Synergy_Loewe=-5.52, Synergy_HSA=0.383.